This data is from Forward reaction prediction with 1.9M reactions from USPTO patents (1976-2016). The task is: Predict the product of the given reaction. (1) The product is: [O:23]1[C:28]2[CH:29]=[CH:30][C:31]([CH2:35][NH:37][C:5]3[N:10]=[CH:9][N:8]=[C:7]4[N:11]([C:14]5[CH:19]=[C:18]([CH3:20])[CH:17]=[C:16]([CH3:21])[CH:15]=5)[N:12]=[CH:13][C:6]=34)=[CH:32][C:27]=2[O:26][CH2:25][CH2:24]1. Given the reactants C(O)C.Cl[C:5]1[N:10]=[CH:9][N:8]=[C:7]2[N:11]([C:14]3[CH:19]=[C:18]([CH3:20])[CH:17]=[C:16]([CH3:21])[CH:15]=3)[N:12]=[CH:13][C:6]=12.Cl.[O:23]1[C:28]2[CH:29]=[CH:30][C:31](NC)=[CH:32][C:27]=2[O:26][CH2:25][CH2:24]1.[CH2:35]([N:37](CC)CC)C, predict the reaction product. (2) Given the reactants N1C=CC=C1.[C:6]([O:10][C:11]([NH:13][C:14]1[CH:15]=[C:16]([C:20]([NH:22][C:23]2[CH:24]=[C:25](C(OC)=O)[N:26]([CH3:28])[CH:27]=2)=[O:21])[N:17]([CH3:19])[CH:18]=1)=[O:12])([CH3:9])([CH3:8])[CH3:7].Cl.[C:34](C1NC=CC=1)([O:36][C:37](C)(C)C)=[O:35].CCN=[C:49]=[N:50][CH2:51][CH2:52][CH2:53][N:54]([CH3:56])[CH3:55].[OH-:57].[Na+], predict the reaction product. The product is: [C:6]([O:10][C:11]([NH:13][C:14]1[CH:15]=[C:16]([C:20]([NH:22][C:23]2[CH:24]=[C:25]([C:49]([NH:50][C:51]3[CH:52]=[C:53]([C:34]([O:36][CH3:37])=[O:35])[N:54]([CH3:55])[CH:56]=3)=[O:57])[N:26]([CH3:28])[CH:27]=2)=[O:21])[N:17]([CH3:19])[CH:18]=1)=[O:12])([CH3:7])([CH3:8])[CH3:9].